This data is from Peptide-MHC class I binding affinity with 185,985 pairs from IEDB/IMGT. The task is: Regression. Given a peptide amino acid sequence and an MHC pseudo amino acid sequence, predict their binding affinity value. This is MHC class I binding data. (1) The binding affinity (normalized) is 0.0847. The MHC is HLA-B51:01 with pseudo-sequence HLA-B51:01. The peptide sequence is APALATGSF. (2) The peptide sequence is RQMESEGIFL. The MHC is HLA-B15:01 with pseudo-sequence HLA-B15:01. The binding affinity (normalized) is 0.833. (3) The peptide sequence is GMFTNRYGSQ. The MHC is HLA-A29:02 with pseudo-sequence HLA-A29:02. The binding affinity (normalized) is 0. (4) The peptide sequence is AVYNFATM. The MHC is H-2-Db with pseudo-sequence H-2-Db. The binding affinity (normalized) is 0.352. (5) The peptide sequence is VIEGPTTCGY. The MHC is HLA-A23:01 with pseudo-sequence HLA-A23:01. The binding affinity (normalized) is 0.0252. (6) The peptide sequence is GLVFRFSEV. The MHC is HLA-A02:01 with pseudo-sequence HLA-A02:01. The binding affinity (normalized) is 0.485. (7) The peptide sequence is PVETLFGSYI. The MHC is HLA-A02:01 with pseudo-sequence HLA-A02:01. The binding affinity (normalized) is 0. (8) The peptide sequence is LTEIASLPTY. The MHC is HLA-A30:02 with pseudo-sequence HLA-A30:02. The binding affinity (normalized) is 0.499. (9) The binding affinity (normalized) is 0.118. The MHC is HLA-A02:02 with pseudo-sequence HLA-A02:02. The peptide sequence is CTIVDSMII. (10) The peptide sequence is FPLTQRDVL. The MHC is HLA-B35:01 with pseudo-sequence HLA-B35:01. The binding affinity (normalized) is 0.936.